Task: Regression/Classification. Given a drug SMILES string, predict its absorption, distribution, metabolism, or excretion properties. Task type varies by dataset: regression for continuous measurements (e.g., permeability, clearance, half-life) or binary classification for categorical outcomes (e.g., BBB penetration, CYP inhibition). Dataset: cyp2c9_veith.. Dataset: CYP2C9 inhibition data for predicting drug metabolism from PubChem BioAssay (1) The drug is CCCOc1ccccc1C1CC(=O)NC(C)=C1C(=O)OCC(C)C. The result is 1 (inhibitor). (2) The drug is O=C(CN1CCc2ccccc21)NC(=O)NCc1ccco1. The result is 1 (inhibitor). (3) The molecule is N=c1c[n+](N2CCOCC2)[n-]o1. The result is 0 (non-inhibitor).